Task: Predict the reactants needed to synthesize the given product.. Dataset: Retrosynthesis with 50K atom-mapped reactions and 10 reaction types from USPTO The reactants are: COC(=O)CCn1c(=O)n2n(c1=O)C(C(=O)O)C=CC2. Given the product O=C(O)CCn1c(=O)n2n(c1=O)C(C(=O)O)C=CC2, predict the reactants needed to synthesize it.